This data is from Peptide-MHC class I binding affinity with 185,985 pairs from IEDB/IMGT. The task is: Regression. Given a peptide amino acid sequence and an MHC pseudo amino acid sequence, predict their binding affinity value. This is MHC class I binding data. (1) The peptide sequence is KSFKDILPK. The MHC is HLA-A11:01 with pseudo-sequence HLA-A11:01. The binding affinity (normalized) is 0.632. (2) The peptide sequence is SMAGRAGQL. The MHC is HLA-E01:03 with pseudo-sequence HLA-E01:03. The binding affinity (normalized) is 0. (3) The peptide sequence is FKRKGGIGGY. The MHC is HLA-B53:01 with pseudo-sequence HLA-B53:01. The binding affinity (normalized) is 0. (4) The peptide sequence is KLSPLCITM. The MHC is Mamu-B1001 with pseudo-sequence Mamu-B1001. The binding affinity (normalized) is 0.144. (5) The peptide sequence is AEILSGRVI. The MHC is HLA-A26:03 with pseudo-sequence HLA-A26:03. The binding affinity (normalized) is 0.0847.